From a dataset of Full USPTO retrosynthesis dataset with 1.9M reactions from patents (1976-2016). Predict the reactants needed to synthesize the given product. (1) Given the product [C:20]([C:24]1[CH:29]=[C:28]([CH2:30][OH:31])[C:27]([CH3:32])=[CH:26][C:25]=1[S:33][C:3]1[C:4](=[O:19])[O:5][C:6]([CH:16]([CH3:17])[CH3:18])([CH2:8][CH2:9][C:10]2[S:11][CH:12]=[C:13]([CH3:15])[N:14]=2)[CH2:7][C:2]=1[OH:1])([CH3:23])([CH3:22])[CH3:21], predict the reactants needed to synthesize it. The reactants are: [OH:1][C:2]1[CH2:7][C:6]([CH:16]([CH3:18])[CH3:17])([CH2:8][CH2:9][C:10]2[S:11][CH:12]=[C:13]([CH3:15])[N:14]=2)[O:5][C:4](=[O:19])[CH:3]=1.[C:20]([C:24]1[CH:29]=[C:28]([CH2:30][OH:31])[C:27]([CH3:32])=[CH:26][C:25]=1[S:33]S(C1C=CC(C)=CC=1)(=O)=O)([CH3:23])([CH3:22])[CH3:21].C(=O)([O-])[O-].[K+].[K+]. (2) The reactants are: [Br:1][C:2]1[CH:7]=[CH:6][C:5]([S:8][CH3:9])=[CH:4][N:3]=1.BrC1C=CC(S(C)=[O:18])=NC=1. Given the product [Br:1][C:2]1[CH:7]=[CH:6][C:5]([S:8]([CH3:9])=[O:18])=[CH:4][N:3]=1, predict the reactants needed to synthesize it. (3) The reactants are: C([O:5][C:6](=[O:57])[CH2:7][CH2:8][C@H:9]([NH:23][C:24]([C:26]1[N:30]2[C@:31]([CH3:56])([CH2:44][C:45]3[CH:50]=[CH:49][C:48]([O:51][C:52]([F:55])([F:54])[F:53])=[CH:47][CH:46]=3)[C:32](=[O:43])[N:33]([C:34]3[CH:39]=[C:38]([Cl:40])[C:37]([F:41])=[C:36]([Cl:42])[CH:35]=3)[C:29]2=[N:28][CH:27]=1)=[O:25])[C:10](=[O:22])[NH:11][C:12]([CH3:21])([C:15]1[CH:20]=[CH:19][CH:18]=[CH:17][N:16]=1)[CH2:13][CH3:14])(C)(C)C.Cl.O1CCOCC1. Given the product [Cl:40][C:38]1[CH:39]=[C:34]([N:33]2[C:29]3=[N:28][CH:27]=[C:26]([C:24]([NH:23][C@H:9]([C:10](=[O:22])[NH:11][C:12]([CH3:21])([C:15]4[CH:20]=[CH:19][CH:18]=[CH:17][N:16]=4)[CH2:13][CH3:14])[CH2:8][CH2:7][C:6]([OH:57])=[O:5])=[O:25])[N:30]3[C@:31]([CH3:56])([CH2:44][C:45]3[CH:46]=[CH:47][C:48]([O:51][C:52]([F:54])([F:53])[F:55])=[CH:49][CH:50]=3)[C:32]2=[O:43])[CH:35]=[C:36]([Cl:42])[C:37]=1[F:41], predict the reactants needed to synthesize it. (4) Given the product [CH:7]([C:6]1[O:5][N:4]=[C:3]([C:9]([O:11][CH2:12][CH3:13])=[O:10])[C:2]=1[CH3:1])=[O:15], predict the reactants needed to synthesize it. The reactants are: [CH3:1][C:2]1[C:3]([C:9]([O:11][CH2:12][CH3:13])=[O:10])=[N:4][O:5][C:6]=1[CH:7]=C.I([O-])(=O)(=O)=[O:15].[Na+]. (5) Given the product [C:36]([C:37]1[CH:38]=[C:8]([C:7](=[O:19])[C:6]2[CH:20]=[CH:21][C:3]([F:2])=[CH:4][CH:5]=2)[N:9]2[C:18]3[C:13](=[CH:14][CH:15]=[CH:16][CH:17]=3)[CH:12]=[CH:11][C:10]=12)#[N:39], predict the reactants needed to synthesize it. The reactants are: [Br-].[F:2][C:3]1[CH:21]=[CH:20][C:6]([C:7](=[O:19])[CH2:8][N+:9]2[C:18]3[C:13](=[CH:14][CH:15]=[CH:16][CH:17]=3)[CH:12]=[CH:11][CH:10]=2)=[CH:5][CH:4]=1.[Cr](O[Cr]([O-])(=O)=O)([O-])(=O)=O.C(=O)(O)[O-].[Na+].[C:36](#[N:39])[CH:37]=[CH2:38].